Dataset: Reaction yield outcomes from USPTO patents with 853,638 reactions. Task: Predict the reaction yield, written as a fraction of the theoretical maximum amount of product (1.0 means a 100% yield; for example, 0.34 means a 34% yield). (1) The reactants are [OH:1][C:2]1[CH:9]=[CH:8][C:5]([CH:6]=[O:7])=[CH:4][C:3]=1[N+:10]([O-:12])=[O:11].C(=O)([O-])[O-].[K+].[K+].Br[CH2:20][C:21]1[CH:26]=[CH:25][C:24]([C:27]([F:30])([F:29])[F:28])=[CH:23][C:22]=1[C:31]([F:34])([F:33])[F:32]. The catalyst is CN(C)C=O. The product is [F:32][C:31]([F:33])([F:34])[C:22]1[CH:23]=[C:24]([C:27]([F:30])([F:28])[F:29])[CH:25]=[CH:26][C:21]=1[CH2:20][O:1][C:2]1[CH:9]=[CH:8][C:5]([CH:6]=[O:7])=[CH:4][C:3]=1[N+:10]([O-:12])=[O:11]. The yield is 0.640. (2) The product is [C:1]([C:4]1[C:22](=[O:23])[C@@:8]2([CH3:24])[C:9]3[C:15]([OH:16])=[CH:14][C:13]([O:17][CH3:18])=[C:12]([C:19]([NH:21][CH2:39][C:29]4[C:30]5[C:35](=[CH:34][CH:33]=[C:32]([F:38])[CH:31]=5)[CH:36]=[CH:37][C:28]=4[CH2:26][CH3:27])=[O:20])[C:10]=3[O:11][C:7]2=[CH:6][C:5]=1[OH:25])(=[O:3])[CH3:2]. The catalyst is C(#N)C. The yield is 0.730. The reactants are [C:1]([C:4]1[C:22](=[O:23])[C@@:8]2([CH3:24])[C:9]3[C:15]([OH:16])=[CH:14][C:13]([O:17][CH3:18])=[C:12]([C:19]([NH2:21])=[O:20])[C:10]=3[O:11][C:7]2=[CH:6][C:5]=1[OH:25])(=[O:3])[CH3:2].[CH2:26]([C:28]1[CH:37]=[CH:36][C:35]2[C:30](=[CH:31][C:32]([F:38])=[CH:33][CH:34]=2)[C:29]=1[CH:39]=O)[CH3:27].C([SiH](CC)CC)C.FC(F)(F)C(O)=O.